This data is from Full USPTO retrosynthesis dataset with 1.9M reactions from patents (1976-2016). The task is: Predict the reactants needed to synthesize the given product. (1) Given the product [CH2:1]([O:3][CH2:4][C:5]1[N:6]([NH:18][CH2:19][CH:20]([CH3:21])[CH3:22])[C:7]2[C:16]3[CH:15]=[CH:14][CH:13]=[CH:12][C:11]=3[N:10]=[C:9]([NH2:34])[C:8]=2[N:17]=1)[CH3:2], predict the reactants needed to synthesize it. The reactants are: [CH2:1]([O:3][CH2:4][C:5]1[N:6]([NH:18][CH2:19][CH:20]([CH3:22])[CH3:21])[C:7]2[C:16]3[CH:15]=[CH:14][CH:13]=[CH:12][C:11]=3[N:10]=[CH:9][C:8]=2[N:17]=1)[CH3:2].C1C=C(Cl)C=C(C(OO)=O)C=1.[NH4+:34].[OH-].C(Cl)(Cl)Cl. (2) The reactants are: [O:1]1[C:5]2[CH:6]=[CH:7][C:8]([C:10]3([C:13]([OH:15])=O)[CH2:12][CH2:11]3)=[CH:9][C:4]=2[O:3][CH2:2]1.C(Cl)[Cl:17].S(Cl)(Cl)=O. Given the product [O:1]1[C:5]2[CH:6]=[CH:7][C:8]([C:10]3([C:13]([Cl:17])=[O:15])[CH2:12][CH2:11]3)=[CH:9][C:4]=2[O:3][CH2:2]1, predict the reactants needed to synthesize it. (3) Given the product [I:17][C:7]1[C:3]([C:2]([F:9])([F:8])[F:1])=[N:4][NH:5][CH:6]=1, predict the reactants needed to synthesize it. The reactants are: [F:1][C:2]([F:9])([F:8])[C:3]1[CH:7]=[CH:6][NH:5][N:4]=1.[N+]([O-])([O-])=O.[NH4+].[Ce].[Ce].[I:17]I. (4) Given the product [C:35]([N:38]1[CH2:43][CH2:42][N:41]([CH2:44][CH2:45][C:46]([NH:1][CH2:2][C:3]([N:5]([C:7]2[CH:12]=[CH:11][C:10]([Cl:13])=[C:9]([CH2:14][O:15][C:16]3[C:24]4[N:23]=[C:22]([O:25][CH3:26])[N:21]([CH2:27][C:28]5[CH:33]=[CH:32][CH:31]=[CH:30][N:29]=5)[C:20]=4[CH:19]=[CH:18][CH:17]=3)[C:8]=2[Cl:34])[CH3:6])=[O:4])=[O:47])[CH2:40][CH2:39]1)(=[O:37])[CH3:36], predict the reactants needed to synthesize it. The reactants are: [NH2:1][CH2:2][C:3]([N:5]([C:7]1[CH:12]=[CH:11][C:10]([Cl:13])=[C:9]([CH2:14][O:15][C:16]2[C:24]3[N:23]=[C:22]([O:25][CH3:26])[N:21]([CH2:27][C:28]4[CH:33]=[CH:32][CH:31]=[CH:30][N:29]=4)[C:20]=3[CH:19]=[CH:18][CH:17]=2)[C:8]=1[Cl:34])[CH3:6])=[O:4].[C:35]([N:38]1[CH2:43][CH2:42][N:41]([CH2:44][CH2:45][C:46](O)=[O:47])[CH2:40][CH2:39]1)(=[O:37])[CH3:36].ClC1C(COC2C3N=C(OC)N(CC4C=CC=CN=4)C=3C=CC=2)=C(Cl)C=CC=1N(C)C(=O)CNC(=O)CCC1C=CC(C(NCCOC)=O)=CC=1. (5) Given the product [C:5]1([C:3]2[N:22]=[C:20]([N:19]([CH2:26][C:27]3[CH:28]=[CH:29][C:30]([CH2:31][OH:33])=[CH:35][CH:36]=3)[CH2:18][CH2:17][C:12]3[CH:13]=[CH:14][CH:15]=[CH:16][N:11]=3)[S:21][CH:2]=2)[CH:10]=[CH:9][CH:8]=[CH:7][CH:6]=1, predict the reactants needed to synthesize it. The reactants are: Br[CH2:2][C:3]([C:5]1[CH:10]=[CH:9][CH:8]=[CH:7][CH:6]=1)=O.[N:11]1[CH:16]=[CH:15][CH:14]=[CH:13][C:12]=1[CH2:17][CH2:18][NH:19][C:20]([NH2:22])=[S:21].[H-].[Na+].Br[CH2:26][C:27]1[CH:36]=[CH:35][C:30]([C:31]([O:33]C)=O)=[CH:29][CH:28]=1.P([O-])(O)(O)=O.[Na+].[H-].[Al+3].[Li+].[H-].[H-].[H-].O.O.O.O.O.O.O.O.O.O.[O-]S([O-])(=O)=O.[Na+].[Na+]. (6) The reactants are: C([O:4][C:5]1[CH:14]=[CH:13][C:12]([O:15][CH3:16])=[C:11]2[C:6]=1[C@@H:7]1[CH2:17][C@H:10]2[CH2:9][CH2:8]1)C=C.[C:18]1(C)[CH:23]=C(C)C=C(C)[CH:19]=1.C(OC1C2CCCC=2C=CC=1CC=C)C1C=CC=CC=1. Given the product [CH2:23]([C:14]1[CH:13]=[C:12]([O:15][CH3:16])[C:11]2[C@H:10]3[CH2:17][C@H:7]([CH2:8][CH2:9]3)[C:6]=2[C:5]=1[OH:4])[CH:18]=[CH2:19], predict the reactants needed to synthesize it.